From a dataset of TCR-epitope binding with 47,182 pairs between 192 epitopes and 23,139 TCRs. Binary Classification. Given a T-cell receptor sequence (or CDR3 region) and an epitope sequence, predict whether binding occurs between them. (1) The epitope is MMISAGFSL. The TCR CDR3 sequence is CASSQGSPGQFF. Result: 0 (the TCR does not bind to the epitope). (2) The epitope is DRFYKTLRAEQASQEV. The TCR CDR3 sequence is CASSQADYNEQFF. Result: 0 (the TCR does not bind to the epitope). (3) The epitope is ELAGIGILTV. The TCR CDR3 sequence is CASSLFYLEDEQFF. Result: 1 (the TCR binds to the epitope).